From a dataset of Full USPTO retrosynthesis dataset with 1.9M reactions from patents (1976-2016). Predict the reactants needed to synthesize the given product. Given the product [CH2:1]([O:3][C:4]([C:5]1[S:43][C:9]([C:11]2[C:12]([NH:29][CH:30]([CH3:32])[CH3:31])=[N:13][C:14]([C:17]3[CH:22]=[CH:21][CH:20]=[C:19]([C:23]4[CH:24]=[N:25][N:26]([CH3:28])[CH:27]=4)[CH:18]=3)=[N:15][CH:16]=2)=[N:8][N:7]=1)=[O:33])[CH3:2], predict the reactants needed to synthesize it. The reactants are: [CH2:1]([O:3][C:4](=[O:33])[C:5]([NH:7][NH:8][C:9]([C:11]1[C:12]([NH:29][CH:30]([CH3:32])[CH3:31])=[N:13][C:14]([C:17]2[CH:22]=[CH:21][CH:20]=[C:19]([C:23]3[CH:24]=[N:25][N:26]([CH3:28])[CH:27]=3)[CH:18]=2)=[N:15][CH:16]=1)=O)=O)[CH3:2].COC1C=CC(P2(=S)SP(=S)(C3C=CC(OC)=CC=3)[S:43]2)=CC=1.